Dataset: Forward reaction prediction with 1.9M reactions from USPTO patents (1976-2016). Task: Predict the product of the given reaction. (1) The product is: [CH3:19][O:20][C:21]1[CH:44]=[CH:43][C:24]([CH2:25][N:26]2[C:30]3=[N:31][CH:32]=[CH:33][C:34]([CH2:35][N:1]4[CH2:4][CH:5]([CH2:12][CH2:13][CH3:14])[CH2:6][C:7]4=[O:9])=[C:29]3[N:28]=[C:27]2[C:37]2[CH:38]=[CH:39][CH:40]=[CH:41][CH:42]=2)=[CH:23][CH:22]=1. Given the reactants [N+:1]([CH2:4][CH:5]([CH2:12][CH2:13][CH3:14])[CH2:6][C:7]([O:9]CC)=O)([O-])=O.C([O-])=O.[NH4+].[CH3:19][O:20][C:21]1[CH:44]=[CH:43][C:24]([CH2:25][N:26]2[C:30]3=[N:31][CH:32]=[CH:33][C:34]([CH:35]=O)=[C:29]3[N:28]=[C:27]2[C:37]2[CH:42]=[CH:41][CH:40]=[CH:39][CH:38]=2)=[CH:23][CH:22]=1, predict the reaction product. (2) Given the reactants C(OC([N:8]1[CH2:12][CH2:11][CH2:10][C@H:9]1[CH2:13][O:14][C:15]([C:24]1[CH:29]=[CH:28][C:27]([NH:30][C:31]([C:33]2[C:34](F)=[N:35][CH:36]=[CH:37][CH:38]=2)=[O:32])=[CH:26][CH:25]=1)([C:20]([F:23])([F:22])[F:21])[C:16]([F:19])([F:18])[F:17])=O)(C)(C)C.Cl.Cl.[NH:42]1[C:46]2=[N:47][CH:48]=[CH:49][C:50]([CH2:51][NH2:52])=[C:45]2[CH:44]=[CH:43]1, predict the reaction product. The product is: [NH:42]1[C:46]2=[N:47][CH:48]=[CH:49][C:50]([CH2:51][NH:52][C:34]3[N:35]=[CH:36][CH:37]=[CH:38][C:33]=3[C:31]([NH:30][C:27]3[CH:26]=[CH:25][C:24]([C:15]([O:14][CH2:13][C@@H:9]4[CH2:10][CH2:11][CH2:12][NH:8]4)([C:16]([F:19])([F:17])[F:18])[C:20]([F:21])([F:22])[F:23])=[CH:29][CH:28]=3)=[O:32])=[C:45]2[CH:44]=[CH:43]1.